The task is: Predict the product of the given reaction.. This data is from Forward reaction prediction with 1.9M reactions from USPTO patents (1976-2016). (1) Given the reactants [F:1][C:2]1[CH:7]=[C:6]([S:8]([CH3:11])(=[O:10])=[O:9])[CH:5]=[CH:4][C:3]=1[NH:12][C@H:13]1[CH2:18][CH2:17][CH2:16][N:15]([CH:19]2[CH2:24][CH2:23][N:22](C(OC(C)(C)C)=O)[CH2:21][CH2:20]2)[C:14]1=[O:32].FC(F)(F)C(O)=O, predict the reaction product. The product is: [F:1][C:2]1[CH:7]=[C:6]([S:8]([CH3:11])(=[O:10])=[O:9])[CH:5]=[CH:4][C:3]=1[NH:12][C@H:13]1[CH2:18][CH2:17][CH2:16][N:15]([CH:19]2[CH2:20][CH2:21][NH:22][CH2:23][CH2:24]2)[C:14]1=[O:32]. (2) Given the reactants O=P12OP3(OP(OP(O3)(O1)=O)(=O)O2)=O.[CH3:15][C:16]1[CH:20]=[C:19]([NH:21][C:22]2[CH:30]=[CH:29][CH:28]=[CH:27][C:23]=2[C:24]([OH:26])=O)[N:18]([C:31]2[CH:36]=[CH:35][CH:34]=[CH:33][N:32]=2)[N:17]=1.O.[OH-].[Na+], predict the reaction product. The product is: [CH3:15][C:16]1[C:20]2[C:24](=[O:26])[C:23]3[C:22](=[CH:30][CH:29]=[CH:28][CH:27]=3)[NH:21][C:19]=2[N:18]([C:31]2[CH:36]=[CH:35][CH:34]=[CH:33][N:32]=2)[N:17]=1. (3) Given the reactants [F:1][C:2]([F:20])([F:19])[C:3]([NH:5][C:6]1[CH:7]=[C:8]2[C:12](=[CH:13][CH:14]=1)[N:11]([CH3:15])[C:10](=[O:16])[C:9]12[CH2:18][CH2:17]1)=[O:4].[N+:21]([O-])([OH:23])=[O:22], predict the reaction product. The product is: [F:20][C:2]([F:1])([F:19])[C:3]([NH:5][C:6]1[CH:7]=[C:8]2[C:12](=[CH:13][C:14]=1[N+:21]([O-:23])=[O:22])[N:11]([CH3:15])[C:10](=[O:16])[C:9]12[CH2:17][CH2:18]1)=[O:4]. (4) Given the reactants [CH2:1]([O:3][C:4]([C:6]1[N:7]=[CH:8][C:9]2[C:14]([C:15]=1[OH:16])=[CH:13][CH:12]=[C:11](Br)[CH:10]=2)=[O:5])[CH3:2].[CH:18]1([NH:24][C:25]([NH2:27])=[O:26])[CH2:23][CH2:22][CH2:21][CH2:20][CH2:19]1, predict the reaction product. The product is: [CH2:1]([O:3][C:4]([C:6]1[N:7]=[CH:8][C:9]2[C:14]([C:15]=1[OH:16])=[CH:13][CH:12]=[C:11]([NH:27][C:25]([NH:24][CH:18]1[CH2:23][CH2:22][CH2:21][CH2:20][CH2:19]1)=[O:26])[CH:10]=2)=[O:5])[CH3:2]. (5) Given the reactants [Br-].[OH:2][C@@H:3]1[CH:8]2[CH2:9][CH2:10][N+:5]([CH2:11][C:12](=[O:19])[NH:13][C:14]3[CH:18]=[CH:17][O:16][N:15]=3)([CH2:6][CH2:7]2)[CH2:4]1.[Br:20][CH2:21]C(NC1C=C(C)ON=1)=O, predict the reaction product. The product is: [Br-:20].[OH:2][C@@H:3]1[CH:8]2[CH2:9][CH2:10][N+:5]([CH2:11][C:12](=[O:19])[NH:13][C:14]3[CH:18]=[C:17]([CH3:21])[O:16][N:15]=3)([CH2:6][CH2:7]2)[CH2:4]1. (6) Given the reactants [F:1][C:2]1[CH:7]=[CH:6][C:5]([CH:8]2[C:13]3([CH2:18][O:17]C[O:15][CH2:14]3)[CH2:12][N:11]([C:19]3[N:24]=[C:23]([CH3:25])[N:22]([CH2:26][C:27]4[S:28][C:29]([C:32]([F:35])([F:34])[F:33])=[CH:30][CH:31]=4)[C:21](=[O:36])[N:20]=3)[CH2:10][CH2:9]2)=[CH:4][CH:3]=1.Cl.C(=O)([O-])[O-].[Na+].[Na+], predict the reaction product. The product is: [F:1][C:2]1[CH:3]=[CH:4][C:5]([CH:8]2[CH2:9][CH2:10][N:11]([C:19]3[N:24]=[C:23]([CH3:25])[N:22]([CH2:26][C:27]4[S:28][C:29]([C:32]([F:35])([F:34])[F:33])=[CH:30][CH:31]=4)[C:21](=[O:36])[N:20]=3)[CH2:12][C:13]2([CH2:18][OH:17])[CH2:14][OH:15])=[CH:6][CH:7]=1. (7) Given the reactants [F:1][C:2]([F:19])([F:18])[O:3][C:4]1[CH:5]=[C:6]([CH:15]=[CH:16][CH:17]=1)[O:7][C:8]1[CH:9]=[C:10]([CH:12]=[CH:13][CH:14]=1)[NH2:11].[F:20][C:21]([F:34])([O:25][C:26]1[CH:27]=[C:28]([CH:31]=[CH:32][CH:33]=1)[CH:29]=O)[CH:22]([F:24])[F:23].C(O[BH-](OC(=O)C)OC(=O)C)(=O)C.[Na+].C(O)(=O)C, predict the reaction product. The product is: [F:1][C:2]([F:18])([F:19])[O:3][C:4]1[CH:5]=[C:6]([CH:15]=[CH:16][CH:17]=1)[O:7][C:8]1[CH:9]=[C:10]([NH:11][CH2:29][C:28]2[CH:31]=[CH:32][CH:33]=[C:26]([O:25][C:21]([F:20])([F:34])[CH:22]([F:23])[F:24])[CH:27]=2)[CH:12]=[CH:13][CH:14]=1. (8) Given the reactants [N:1]1([C:5]([C:7]2[CH:37]=[CH:36][C:10]([O:11][C:12]3[CH:13]=[C:14]([C:24]4[NH:28][C:27]([C:29]([NH:31][CH2:32][C@H:33](O)[CH3:34])=[O:30])=[CH:26][CH:25]=4)[CH:15]=[C:16]([O:18][C@@H:19]([CH3:23])[CH2:20][O:21][CH3:22])[CH:17]=3)=[C:9]([F:38])[CH:8]=2)=[O:6])[CH2:4][CH2:3][CH2:2]1.CS(O)(=O)=O.C(N(CC)CC)C.C(=O)([O-])O.[Na+], predict the reaction product. The product is: [N:1]1([C:5]([C:7]2[CH:37]=[CH:36][C:10]([O:11][C:12]3[CH:13]=[C:14]([C:24]4[NH:28][C:27]([C:29]5[O:30][C@@H:33]([CH3:34])[CH2:32][N:31]=5)=[CH:26][CH:25]=4)[CH:15]=[C:16]([O:18][C@@H:19]([CH3:23])[CH2:20][O:21][CH3:22])[CH:17]=3)=[C:9]([F:38])[CH:8]=2)=[O:6])[CH2:4][CH2:3][CH2:2]1. (9) Given the reactants S(=O)(=O)(O)O.[C:6]([C:8]1[CH:27]=[CH:26][C:11]([CH:12]=[C:13]2[CH2:18][CH2:17][N:16](C(OC(C)(C)C)=O)[CH2:15][CH2:14]2)=[CH:10][C:9]=1[F:28])#[N:7].[OH-:29].[Na+], predict the reaction product. The product is: [F:28][C:9]1[CH:10]=[C:11]([CH2:12][C:13]2[CH2:18][CH2:17][NH:16][CH2:15][CH:14]=2)[CH:26]=[CH:27][C:8]=1[C:6]([NH2:7])=[O:29]. (10) Given the reactants C([O:8][CH2:9][CH:10]1[O:24][C:14]2=[C:15]3[C:20](=[CH:21][CH:22]=[C:13]2[O:12][CH2:11]1)[N:19]=[C:18]([CH3:23])[CH:17]=[CH:16]3)C1C=CC=CC=1.C1CCCCC=1, predict the reaction product. The product is: [CH3:23][C:18]1[CH:17]=[CH:16][C:15]2[C:20](=[CH:21][CH:22]=[C:13]3[O:12][CH2:11][C@@H:10]([CH2:9][OH:8])[O:24][C:14]3=2)[N:19]=1.